Dataset: Full USPTO retrosynthesis dataset with 1.9M reactions from patents (1976-2016). Task: Predict the reactants needed to synthesize the given product. (1) Given the product [N:15]1[CH:14]=[N:13][N:11]2[CH:12]=[C:7]([C:6]3[N:5]([C:16]4[CH:17]=[C:18]([CH3:22])[CH:19]=[CH:20][CH:21]=4)[C:4](=[O:23])[N:3]([CH2:36][C:37]([O:39][CH2:40][CH3:41])=[O:38])[C:2]=3[CH3:1])[CH:8]=[CH:9][C:10]=12, predict the reactants needed to synthesize it. The reactants are: [CH3:1][C:2]1[NH:3][C:4](=[O:23])[N:5]([C:16]2[CH:17]=[C:18]([CH3:22])[CH:19]=[CH:20][CH:21]=2)[C:6]=1[C:7]1[CH:8]=[CH:9][C:10]2[N:11]([N:13]=[CH:14][N:15]=2)[CH:12]=1.CN(C)C=O.CC(C)([O-])C.[K+].Br[CH2:36][C:37]([O:39][CH2:40][CH3:41])=[O:38]. (2) Given the product [ClH:33].[ClH:33].[N:16]1([CH2:13][CH2:12][CH2:11][CH2:10][C:7]2[CH:8]=[CH:9][C:4]([NH2:1])=[CH:5][CH:6]=2)[CH2:21][CH2:20][CH2:19][CH2:18][CH2:17]1, predict the reactants needed to synthesize it. The reactants are: [N+:1]([C:4]1[CH:9]=[CH:8][C:7]([CH2:10][CH2:11][CH2:12][C:13](O)=O)=[CH:6][CH:5]=1)([O-])=O.[NH:16]1[CH2:21][CH2:20][CH2:19][CH2:18][CH2:17]1.CCN=C=NCCCN(C)C.[ClH:33].C1C=CC2N(O)N=NC=2C=1.Cl.C(OCC)(=O)C. (3) Given the product [N:8]1([C:5]2[CH:6]=[CH:7][C:2]([B:20]([OH:23])[OH:21])=[C:3]([O:13][CH3:14])[CH:4]=2)[CH:12]=[CH:11][N:10]=[CH:9]1, predict the reactants needed to synthesize it. The reactants are: Br[C:2]1[CH:7]=[CH:6][C:5]([N:8]2[CH:12]=[CH:11][N:10]=[CH:9]2)=[CH:4][C:3]=1[O:13][CH3:14].C([Li])CCC.[B:20](OC)([O:23]C)[O:21]C. (4) The reactants are: [CH3:1][O:2][C:3]1[CH:4]=[C:5]([C:9](=O)[CH2:10][O:11][C:12]2[CH:20]=[CH:19][CH:18]=[CH:17][C:13]=2[C:14]([NH2:16])=[O:15])[CH:6]=[CH:7][CH:8]=1.C1(C)C=CC(S(O)(=O)=O)=CC=1.C(OCC)(=O)C.C(OCC)C. Given the product [CH3:1][O:2][C:3]1[CH:4]=[C:5]([C:9]2[NH:16][C:14](=[O:15])[C:13]3[CH:17]=[CH:18][CH:19]=[CH:20][C:12]=3[O:11][CH:10]=2)[CH:6]=[CH:7][CH:8]=1, predict the reactants needed to synthesize it.